This data is from Reaction yield outcomes from USPTO patents with 853,638 reactions. The task is: Predict the reaction yield, written as a fraction of the theoretical maximum amount of product (1.0 means a 100% yield; for example, 0.34 means a 34% yield). The reactants are [NH2:1][CH:2]1[CH2:7][CH2:6][N:5]([CH2:8][C@@H:9]2[N:19]3[C:20]4[N:11]([C:12](=[O:22])[CH:13]=[CH:14][C:15]=4[N:16]=[CH:17][C:18]3=[O:21])[CH2:10]2)[CH2:4][CH2:3]1.[S:23]1[C:31]2[CH:30]=[C:29]([CH:32]=O)[N:28]=[CH:27][C:26]=2[O:25][CH2:24]1.C(O[BH-](OC(=O)C)OC(=O)C)(=O)C.[Na+].C(Cl)(Cl)[Cl:49].CO. No catalyst specified. The product is [ClH:49].[S:23]1[C:31]2[CH:30]=[C:29]([CH2:32][NH:1][CH:2]3[CH2:7][CH2:6][N:5]([CH2:8][C@@H:9]4[N:19]5[C:20]6[N:11]([C:12](=[O:22])[CH:13]=[CH:14][C:15]=6[N:16]=[CH:17][C:18]5=[O:21])[CH2:10]4)[CH2:4][CH2:3]3)[N:28]=[CH:27][C:26]=2[O:25][CH2:24]1. The yield is 0.610.